Dataset: Reaction yield outcomes from USPTO patents with 853,638 reactions. Task: Predict the reaction yield, written as a fraction of the theoretical maximum amount of product (1.0 means a 100% yield; for example, 0.34 means a 34% yield). The reactants are [OH:1][C:2]1[CH:14]=[CH:13][C:5]([CH2:6][C@H:7]2[CH2:11][O:10][C:9](=[O:12])[NH:8]2)=[CH:4][CH:3]=1.BrCC[CH:18]([O:21][CH:22](OC)[CH2:23]CBr)[O:19][CH3:20]. No catalyst specified. The product is [CH3:20][O:19][CH2:18][O:21][CH2:22][CH2:23][O:1][C:2]1[CH:14]=[CH:13][C:5]([CH2:6][C@H:7]2[CH2:11][O:10][C:9](=[O:12])[NH:8]2)=[CH:4][CH:3]=1. The yield is 0.770.